Dataset: Reaction yield outcomes from USPTO patents with 853,638 reactions. Task: Predict the reaction yield, written as a fraction of the theoretical maximum amount of product (1.0 means a 100% yield; for example, 0.34 means a 34% yield). The reactants are Cl[CH2:2][C:3]1[N:4]=[C:5]([NH:8][C:9](=[O:13])[O:10][CH2:11][CH3:12])[S:6][CH:7]=1.[O:14]1CCOCC1. The catalyst is O. The product is [OH:14][CH2:2][C:3]1[N:4]=[C:5]([NH:8][C:9](=[O:13])[O:10][CH2:11][CH3:12])[S:6][CH:7]=1. The yield is 0.982.